Dataset: Full USPTO retrosynthesis dataset with 1.9M reactions from patents (1976-2016). Task: Predict the reactants needed to synthesize the given product. The reactants are: [CH3:1][N:2]1[CH2:19][CH2:18][C:5]2[N:6]([CH2:14][C:15](O)=[O:16])[C:7]3[CH:8]=[CH:9][C:10]([CH3:13])=[CH:11][C:12]=3[C:4]=2[CH2:3]1.C1(N=C=NC2CCCCC2)CCCCC1.[C:35]([NH2:39])([CH3:38])([CH3:37])[CH3:36]. Given the product [C:35]([NH:39][C:15](=[O:16])[CH2:14][N:6]1[C:7]2[CH:8]=[CH:9][C:10]([CH3:13])=[CH:11][C:12]=2[C:4]2[CH2:3][N:2]([CH3:1])[CH2:19][CH2:18][C:5]1=2)([CH3:38])([CH3:37])[CH3:36], predict the reactants needed to synthesize it.